Dataset: Catalyst prediction with 721,799 reactions and 888 catalyst types from USPTO. Task: Predict which catalyst facilitates the given reaction. (1) Reactant: [CH3:1][O:2][C:3]([C:5]1([C:10]([OH:12])=O)[CH2:9][CH2:8][CH2:7][CH2:6]1)=[O:4].C1C=CC2N(O)N=NC=2C=1.C(Cl)CCl.[CH3:27][CH:28]([CH3:32])[CH2:29][CH2:30][NH2:31]. Product: [CH3:27][CH:28]([CH3:32])[CH2:29][CH2:30][NH:31][C:10]([C:5]1([C:3]([O:2][CH3:1])=[O:4])[CH2:6][CH2:7][CH2:8][CH2:9]1)=[O:12]. The catalyst class is: 606. (2) Reactant: [NH2:1][C:2]1[N:29]([CH2:30][CH3:31])[C:6]2[N:7]=[C:8]([NH:11][C:12]3[C:17]([O:18][CH3:19])=[CH:16][C:15]([N:20]4[CH2:25][CH2:24][N:23]([CH2:26][CH3:27])[CH2:22][CH2:21]4)=[CH:14][C:13]=3[F:28])[N:9]=[CH:10][C:5]=2[C:4](=[O:32])[C:3]=1[C:33]([NH2:35])=[O:34].CC[Cl:38]. Product: [ClH:38].[NH2:1][C:2]1[N:29]([CH2:30][CH3:31])[C:6]2[N:7]=[C:8]([NH:11][C:12]3[C:17]([O:18][CH3:19])=[CH:16][C:15]([N:20]4[CH2:25][CH2:24][N:23]([CH2:26][CH3:27])[CH2:22][CH2:21]4)=[CH:14][C:13]=3[F:28])[N:9]=[CH:10][C:5]=2[C:4](=[O:32])[C:3]=1[C:33]([NH2:35])=[O:34]. The catalyst class is: 275.